This data is from Reaction yield outcomes from USPTO patents with 853,638 reactions. The task is: Predict the reaction yield, written as a fraction of the theoretical maximum amount of product (1.0 means a 100% yield; for example, 0.34 means a 34% yield). The reactants are CO[C:3](=[O:39])[NH:4][CH:5](C1C=CC=CC=1)[C:6](=[O:32])[N:7]1[CH2:11][CH2:10][CH2:9][CH:8]1[C:12]1[NH:13][C:14]([C:17]2[CH:22]=[CH:21][C:20](B3OC(C)(C)C(C)(C)O3)=[CH:19][CH:18]=2)=[CH:15][N:16]=1.[CH3:40][O:41][C:42](=[O:69])[NH:43][CH:44]([C:48]([N:50]1[CH2:54][CH2:53][CH2:52][CH:51]1[C:55]1[NH:56][C:57]([C:60]2[S:64][CH:63]3[CH:65]=[C:66](Br)[S:67][CH:62]3[CH:61]=2)=[CH:58][N:59]=1)=[O:49])[CH:45]([CH3:47])[CH3:46].[C:70]([O-:73])([O-])=O.[K+].[K+]. The catalyst is COCCOC.C1C=CC([P]([Pd]([P](C2C=CC=CC=2)(C2C=CC=CC=2)C2C=CC=CC=2)([P](C2C=CC=CC=2)(C2C=CC=CC=2)C2C=CC=CC=2)[P](C2C=CC=CC=2)(C2C=CC=CC=2)C2C=CC=CC=2)(C2C=CC=CC=2)C2C=CC=CC=2)=CC=1. The product is [CH3:40][O:41][C:42](=[O:69])[NH:43][CH:44]([C:48]([N:50]1[CH2:54][CH2:53][CH2:52][CH:51]1[C:55]1[NH:56][C:57]([C:60]2[S:64][CH:63]3[CH:65]=[C:66]([C:20]4[CH:21]=[CH:22][C:17]([C:14]5[NH:13][C:12]([CH:8]6[CH2:9][CH2:10][CH2:11][N:7]6[C:6](=[O:32])[CH:5]([NH:4][CH2:3][O:39][O:73][CH3:70])[C:17]6[CH:22]=[CH:21][CH:20]=[CH:19][CH:18]=6)=[N:16][CH:15]=5)=[CH:18][CH:19]=4)[S:67][CH:62]3[CH:61]=2)=[CH:58][N:59]=1)=[O:49])[CH:45]([CH3:47])[CH3:46]. The yield is 0.460.